From a dataset of Forward reaction prediction with 1.9M reactions from USPTO patents (1976-2016). Predict the product of the given reaction. (1) Given the reactants [NH2:1][CH2:2][C:3]1[CH:8]=[CH:7][CH:6]=[CH:5][N:4]=1.C([N:17]=[C:18]=[S:19])(=O)C1C=CC=CC=1, predict the reaction product. The product is: [N:4]1[CH:5]=[CH:6][CH:7]=[CH:8][C:3]=1[CH2:2][NH:1][C:18]([NH2:17])=[S:19]. (2) Given the reactants [NH2:1][C:2]1[C:3]2[CH:30]=[CH:29][CH:28]=[CH:27][C:4]=2[C:5]2[C@H:6]([CH2:25][Cl:26])[CH2:7][N:8]([C:11]([C:13]34[CH2:17][C:15]([C:18]([O:20][C:21]([CH3:24])([CH3:23])[CH3:22])=[O:19])([CH2:16]3)[CH2:14]4)=[O:12])[C:9]=2[CH:10]=1.Cl[C:32](=[O:53])[C@@H:33]([NH:35][C:36](=[O:52])[O:37][CH2:38][CH:39]1[C:51]2[CH:50]=[CH:49][CH:48]=[CH:47][C:46]=2[C:45]2[C:40]1=[CH:41][CH:42]=[CH:43][CH:44]=2)[CH3:34], predict the reaction product. The product is: [Cl:26][CH2:25][C@H:6]1[C:5]2[C:4]3[CH:27]=[CH:28][CH:29]=[CH:30][C:3]=3[C:2]([NH:1][C:32](=[O:53])[C@H:33]([CH3:34])[NH:35][C:36]([O:37][CH2:38][CH:39]3[C:40]4[CH:41]=[CH:42][CH:43]=[CH:44][C:45]=4[C:46]4[C:51]3=[CH:50][CH:49]=[CH:48][CH:47]=4)=[O:52])=[CH:10][C:9]=2[N:8]([C:11]([C:13]23[CH2:17][C:15]([C:18]([O:20][C:21]([CH3:24])([CH3:22])[CH3:23])=[O:19])([CH2:16]2)[CH2:14]3)=[O:12])[CH2:7]1.